Task: Predict the reaction yield, written as a fraction of the theoretical maximum amount of product (1.0 means a 100% yield; for example, 0.34 means a 34% yield).. Dataset: Reaction yield outcomes from USPTO patents with 853,638 reactions (1) The reactants are [C:1]([CH2:3][C:4]([NH2:6])=[S:5])#[N:2].[CH3:7][C:8](=O)[CH2:9][C:10](=O)[CH2:11][CH2:12][CH2:13][CH2:14][CH3:15].C(N(CC)CC)C. The catalyst is CCO. The product is [CH2:11]([C:10]1[CH:9]=[C:8]([CH3:7])[C:3]([C:1]#[N:2])=[C:4]([SH:5])[N:6]=1)[CH2:12][CH2:13][CH2:14][CH3:15]. The yield is 0.621. (2) The yield is 0.930. The catalyst is C(OCC)(=O)C.O.CO. The product is [CH3:1][C:2]1([CH3:29])[CH2:5][CH:4]([CH:6]([NH:18][C:19]2[CH:20]=[N:21][C:22]3[C:27]([CH:28]=2)=[CH:26][CH:25]=[CH:24][CH:23]=3)[C:7]2[CH:8]=[CH:9][C:10]([C:11]([OH:13])=[O:12])=[CH:16][CH:17]=2)[CH2:3]1. The reactants are [CH3:1][C:2]1([CH3:29])[CH2:5][CH:4]([CH:6]([NH:18][C:19]2[CH:20]=[N:21][C:22]3[C:27]([CH:28]=2)=[CH:26][CH:25]=[CH:24][CH:23]=3)[C:7]2[CH:17]=[CH:16][C:10]([C:11]([O:13]CC)=[O:12])=[CH:9][CH:8]=2)[CH2:3]1.O1CCCC1.[OH-].[Na+].Cl. (3) The reactants are [Br:1][C:2]1[CH:7]=[C:6]([N+:8]([O-])=O)[CH:5]=[CH:4][C:3]=1[CH3:11].C(O)C.O.O.[Sn](Cl)Cl.C(=O)([O-])[O-].[K+].[K+]. The catalyst is C(OC(=O)C)C. The product is [Br:1][C:2]1[CH:7]=[C:6]([CH:5]=[CH:4][C:3]=1[CH3:11])[NH2:8]. The yield is 1.00. (4) The reactants are Cl[C:2]1[N:7]=[C:6]([NH:8][C@@H:9]([C:11]2[CH:16]=[C:15]([Cl:17])[CH:14]=[CH:13][C:12]=2[Cl:18])[CH3:10])[C:5]([N+:19]([O-:21])=[O:20])=[CH:4][N:3]=1.C(N(C(C)C)CC)(C)C.[NH2:31][CH2:32][C@@H:33]1[CH2:37][CH2:36][N:35]([C:38]([O:40][C:41]([CH3:44])([CH3:43])[CH3:42])=[O:39])[CH2:34]1. The catalyst is CS(C)=O.[Cl-].[Na+].O. The product is [Cl:18][C:12]1[CH:13]=[CH:14][C:15]([Cl:17])=[CH:16][C:11]=1[C@H:9]([NH:8][C:6]1[C:5]([N+:19]([O-:21])=[O:20])=[CH:4][N:3]=[C:2]([NH:31][CH2:32][C@@H:33]2[CH2:37][CH2:36][N:35]([C:38]([O:40][C:41]([CH3:44])([CH3:43])[CH3:42])=[O:39])[CH2:34]2)[N:7]=1)[CH3:10]. The yield is 0.880. (5) The reactants are [OH:1][C:2]1[C:3](=[O:8])[NH:4][CH:5]=[CH:6][CH:7]=1.N1C=CN=C1.[Si:14](Cl)([C:17]([CH3:20])([CH3:19])[CH3:18])([CH3:16])[CH3:15].O. The catalyst is CN(C)C=O. The product is [Si:14]([O:1][C:2]1[C:3](=[O:8])[NH:4][CH:5]=[CH:6][CH:7]=1)([C:17]([CH3:20])([CH3:19])[CH3:18])([CH3:16])[CH3:15]. The yield is 0.530.